This data is from Full USPTO retrosynthesis dataset with 1.9M reactions from patents (1976-2016). The task is: Predict the reactants needed to synthesize the given product. (1) Given the product [CH3:4][C:2]([C:5]1[CH:6]=[CH:7][C:8]([CH2:11][N:12]2[C:17](=[O:18])[C:16]([C:25]([NH:27][CH2:42][C:46]([OH:48])=[O:47])=[O:52])=[C:15]([OH:19])[N:14]=[C:13]2[CH3:20])=[CH:9][CH:10]=1)([CH3:1])[CH3:3], predict the reactants needed to synthesize it. The reactants are: [CH3:1][C:2]([C:5]1[CH:10]=[CH:9][C:8]([CH2:11][N:12]2[C:17](=[O:18])[CH:16]=[C:15]([OH:19])[N:14]=[C:13]2[CH3:20])=[CH:7][CH:6]=1)([CH3:4])[CH3:3].[Cl-].C[Al+]C.[C:25](#[N:27])C.C(C1C=CC(CN)=CC=1)(C)(C)C.C([C:42](CC)([C:46]([O-:48])=[O:47])C([O-])=O)C.C[O-:52].[Na+].Cl. (2) Given the product [CH3:27][C:20]1[C:19]([CH3:18])=[C:23]([CH:24]=[C:12]2[C:13](=[O:14])[N:9]([C:5]3[CH:6]=[CH:7][CH:8]=[C:3]([C:2]([F:1])([F:16])[F:17])[CH:4]=3)[NH:10][C:11]2=[O:15])[O:22][CH:21]=1, predict the reactants needed to synthesize it. The reactants are: [F:1][C:2]([F:17])([F:16])[C:3]1[CH:4]=[C:5]([N:9]2[C:13](=[O:14])[CH2:12][C:11](=[O:15])[NH:10]2)[CH:6]=[CH:7][CH:8]=1.[CH3:18][C:19]1[CH:20]=[C:21](C=O)[O:22][C:23]=1[CH3:24].[CH3:27]CO. (3) Given the product [CH3:23][S:24]([O:13][CH2:12][C@@H:11]([NH:10][C:9]([O:8][CH2:1][C:2]1[CH:7]=[CH:6][CH:5]=[CH:4][CH:3]=1)=[O:15])[CH3:14])(=[O:26])=[O:25], predict the reactants needed to synthesize it. The reactants are: [CH2:1]([O:8][C:9](=[O:15])[NH:10][C@@H:11]([CH3:14])[CH2:12][OH:13])[C:2]1[CH:7]=[CH:6][CH:5]=[CH:4][CH:3]=1.C(N(CC)CC)C.[CH3:23][S:24](Cl)(=[O:26])=[O:25]. (4) Given the product [F:25][C:19]1[CH:20]=[CH:21][C:22]([O:24][C:34]2[CH:35]=[C:30]([CH:31]=[CH:32][CH:33]=2)[C:28]([NH:27][CH3:26])=[O:29])=[CH:23][C:18]=1[C@@H:8]1[C@@H:9]([OH:17])[C@@H:10]([OH:16])[C@H:11]([OH:12])[C@@H:6]([CH2:5][OH:4])[O:7]1, predict the reactants needed to synthesize it. The reactants are: C([O:4][CH2:5][C@@H:6]1[C@@H:11]([O:12]C(=O)C)[C@H:10]([OH:16])[C@H:9]([OH:17])[C@@H:8]([C:18]2[CH:23]=[C:22]([OH:24])[CH:21]=[CH:20][C:19]=2[F:25])[O:7]1)(=O)C.[CH3:26][NH:27][C:28]([C:30]1[CH:31]=[C:32](B(O)O)[CH:33]=[CH:34][CH:35]=1)=[O:29]. (5) Given the product [Br:15][CH:10]1[CH2:11][CH2:12][CH2:13][CH:7]([C:1]2[CH:6]=[CH:5][CH:4]=[CH:3][CH:2]=2)[CH2:8][C:9]1=[O:14], predict the reactants needed to synthesize it. The reactants are: [C:1]1([CH:7]2[CH2:13][CH2:12][CH2:11][CH2:10][C:9](=[O:14])[CH2:8]2)[CH:6]=[CH:5][CH:4]=[CH:3][CH:2]=1.[Br:15]C1CC(C(C)C)CCC1=O. (6) The reactants are: [N+:1]([C:4]1[CH:13]=[C:12]2[C:7]([CH2:8][CH2:9][CH2:10][NH:11]2)=[CH:6][CH:5]=1)([O-:3])=[O:2].C(=O)([O-])[O-].[K+].[K+].I[CH2:21][CH2:22][N:23]1[CH2:28][CH2:27][O:26][CH2:25][CH2:24]1. Given the product [N:23]1([CH2:22][CH2:21][N:11]2[C:12]3[C:7](=[CH:6][CH:5]=[C:4]([N+:1]([O-:3])=[O:2])[CH:13]=3)[CH2:8][CH2:9][CH2:10]2)[CH2:28][CH2:27][O:26][CH2:25][CH2:24]1, predict the reactants needed to synthesize it. (7) Given the product [N:28]1([CH2:31][CH2:32][O:24][C:23]([C:10]2[CH:11]=[N:12][C:13]3[C:18]([C:9]=2[NH:8][C:5]2[CH:4]=[CH:3][C:2]([F:1])=[CH:7][CH:6]=2)=[CH:17][C:16]([C:19](=[O:22])[NH:20][CH3:21])=[CH:15][CH:14]=3)=[O:25])[CH:26]=[CH:27][N:39]=[CH:29]1, predict the reactants needed to synthesize it. The reactants are: [F:1][C:2]1[CH:7]=[CH:6][C:5]([NH:8][C:9]2[C:18]3[C:13](=[CH:14][CH:15]=[C:16]([C:19](=[O:22])[NH:20][CH3:21])[CH:17]=3)[N:12]=[CH:11][C:10]=2[C:23]([OH:25])=[O:24])=[CH:4][CH:3]=1.[CH2:26]([N:28]([CH2:31][CH3:32])[CH2:29]C)[CH3:27].OC1C2N=N[NH:39]C=2C=CC=1.OCN1C=CN=C1. (8) Given the product [CH3:112][O:111][C:110]1[CH:109]=[C:103]([NH:94][CH2:99][C:22]2[CH:17]=[CH:16][C:15]([C:14]([NH:13][C:3]3[CH:4]=[C:5]([C:8]4[CH:12]=[CH:11][CH:10]=[CH:89][CH:88]=4)[CH:6]=[CH:7][C:2]=3[OH:51])=[O:34])=[CH:20][CH:21]=2)[CH:104]=[CH:105][C:106]=1[O:67][CH3:68], predict the reactants needed to synthesize it. The reactants are: N[C:2]1[CH:7]=[CH:6][C:5]([C:8]2S[CH:10]=[CH:11][CH:12]=2)=[CH:4][C:3]=1[NH:13][C:14](=[O:34])/[CH:15]=[CH:16]/[C:17]1[CH:22]=[CH:21][C:20](NS(C2C=CC(C)=CC=2)(=O)=O)=CC=1.F[P-](F)(F)(F)(F)F.N1([O:51][P+](N(C)C)(N(C)C)N(C)C)C2C=CC=CC=2N=N1.C([Si](C)(C)[O:67][C:68]1C=CC(C2C=CC=CC=2)=CC=1N)(C)(C)C.C(N([CH2:88][CH3:89])CC)C.CCCC[N+:94]([CH2:103][CH2:104][CH2:105][CH3:106])([CH2:99]CCC)CCCC.[F-].C1[CH2:112][O:111][CH2:110][CH2:109]1. (9) Given the product [Cl:19][C:20]1[CH:25]=[C:24]([Cl:26])[CH:23]=[CH:22][C:21]=1[C:2]1[C:10]2[N:9]3[CH2:11][CH2:12][CH2:13][NH:14][C:15](=[O:16])[C:8]3=[CH:7][C:6]=2[CH:5]=[C:4]([C:17]#[N:18])[CH:3]=1, predict the reactants needed to synthesize it. The reactants are: Br[C:2]1[C:10]2[N:9]3[CH2:11][CH2:12][CH2:13][NH:14][C:15](=[O:16])[C:8]3=[CH:7][C:6]=2[CH:5]=[C:4]([C:17]#[N:18])[CH:3]=1.[Cl:19][C:20]1[CH:25]=[C:24]([Cl:26])[CH:23]=[CH:22][C:21]=1B(O)O. (10) The reactants are: [CH3:1][O:2][C:3]1[CH:4]=[CH:5][C:6]([CH2:11][C@@H:12]2[C@@H:17]([CH2:18][C:19]3[CH:20]=[CH:21][C:22]([OH:27])=[C:23]([O:25][CH3:26])[CH:24]=3)[C:15](=[O:16])[O:14][CH2:13]2)=[CH:7][C:8]=1[O:9][CH3:10].[C:28]([OH:34])(=[O:33])[CH2:29][CH2:30][CH2:31][CH3:32].O. Given the product [CH3:1][O:2][C:3]1[CH:4]=[CH:5][C:6]([CH2:11][C@@H:12]2[C@@H:17]([CH2:18][C:19]3[CH:20]=[CH:21][C:22]([OH:27])=[C:23]([O:25][CH3:26])[CH:24]=3)[C:15](=[O:16])[O:14][CH2:13]2)=[CH:7][C:8]=1[O:9][CH3:10].[C:28]([O-:34])(=[O:33])[CH2:29][CH2:30][CH2:31][CH3:32], predict the reactants needed to synthesize it.